This data is from Catalyst prediction with 721,799 reactions and 888 catalyst types from USPTO. The task is: Predict which catalyst facilitates the given reaction. (1) Reactant: [Br:1][C:2]1[C:11]2[C:6](=[CH:7][CH:8]=[CH:9][C:10]=2[CH3:12])[C:5](Cl)=[N:4][CH:3]=1.[CH3:14][O-:15].[Na+]. Product: [Br:1][C:2]1[C:11]2[C:6](=[CH:7][CH:8]=[CH:9][C:10]=2[CH3:12])[C:5]([O:15][CH3:14])=[N:4][CH:3]=1. The catalyst class is: 5. (2) Reactant: [NH:1]1[C:9]2[C:4](=[CH:5][CH:6]=[C:7]([N:10]3[CH2:15][CH2:14][O:13][CH2:12][CH2:11]3)[CH:8]=2)[CH:3]=[CH:2]1.[CH3:16][C:17]1[C:22](/[CH:23]=[CH:24]/[N+:25]([O-:27])=[O:26])=[CH:21][CH:20]=[CH:19][C:18]=1[NH:28][C:29](=[O:38])[O:30][CH2:31][C:32]1[CH:37]=[CH:36][CH:35]=[CH:34][CH:33]=1. Product: [CH3:16][C:17]1[C:22]([CH:23]([C:3]2[C:4]3[C:9](=[CH:8][C:7]([N:10]4[CH2:15][CH2:14][O:13][CH2:12][CH2:11]4)=[CH:6][CH:5]=3)[NH:1][CH:2]=2)[CH2:24][N+:25]([O-:27])=[O:26])=[CH:21][CH:20]=[CH:19][C:18]=1[NH:28][C:29](=[O:38])[O:30][CH2:31][C:32]1[CH:33]=[CH:34][CH:35]=[CH:36][CH:37]=1. The catalyst class is: 1. (3) Reactant: [C:1]([C:4]1[CH:9]=[CH:8][CH:7]=[CH:6][CH:5]=1)(=O)[CH3:2].[I:10][C:11]1[CH:16]=[CH:15][C:14]([NH:17][NH2:18])=[CH:13][CH:12]=1. Product: [I:10][C:11]1[CH:16]=[CH:15][C:14]([NH:17][N:18]=[C:1]([C:4]2[CH:9]=[CH:8][CH:7]=[CH:6][CH:5]=2)[CH3:2])=[CH:13][CH:12]=1. The catalyst class is: 15. (4) Reactant: [F:1][CH:2]([F:31])[C:3]1[CH:12]=[C:11]2[C:6]([CH2:7][CH2:8][CH2:9][N:10]2[C:13]2[C:17]3[CH2:18][N:19]([C:22](=[O:24])[CH3:23])[CH2:20][CH2:21][C:16]=3[NH:15][N:14]=2)=[CH:5][C:4]=1[C:25]1[CH:26]=[N:27][N:28]([CH3:30])[CH:29]=1.C([O-])([O-])=O.[Cs+].[Cs+].CS(O[CH:43]1[CH2:48][CH2:47][N:46]([C:49]([O:51][C:52]([CH3:55])([CH3:54])[CH3:53])=[O:50])[CH2:45][CH2:44]1)(=O)=O. Product: [C:22]([N:19]1[CH2:20][CH2:21][C:16]2[N:15]([CH:43]3[CH2:48][CH2:47][N:46]([C:49]([O:51][C:52]([CH3:55])([CH3:54])[CH3:53])=[O:50])[CH2:45][CH2:44]3)[N:14]=[C:13]([N:10]3[C:11]4[C:6](=[CH:5][C:4]([C:25]5[CH:26]=[N:27][N:28]([CH3:30])[CH:29]=5)=[C:3]([CH:2]([F:1])[F:31])[CH:12]=4)[CH2:7][CH2:8][CH2:9]3)[C:17]=2[CH2:18]1)(=[O:24])[CH3:23]. The catalyst class is: 3. (5) Reactant: [CH3:1][C@@H:2]1[CH2:7][O:6][CH2:5][CH2:4][N:3]1[C:8]1[CH:25]=[CH:24][C:11]2[CH2:12][N:13](C(OC(C)(C)C)=O)[CH2:14][CH2:15][O:16][C:10]=2[CH:9]=1.C(OCC)(=O)C.[ClH:32]. Product: [ClH:32].[ClH:32].[CH3:1][C@@H:2]1[CH2:7][O:6][CH2:5][CH2:4][N:3]1[C:8]1[CH:25]=[CH:24][C:11]2[CH2:12][NH:13][CH2:14][CH2:15][O:16][C:10]=2[CH:9]=1. The catalyst class is: 13. (6) Reactant: C(=O)([O-])[O-].[K+].[K+].Br[CH2:8][CH:9]([OH:12])[CH2:10][OH:11].[N+:13]([C:16]1[CH:21]=[CH:20][C:19]([OH:22])=[CH:18][C:17]=1[C:23]([F:26])([F:25])[F:24])([O-:15])=[O:14]. Product: [N+:13]([C:16]1[CH:21]=[CH:20][C:19]([O:22][CH2:8][CH:9]([OH:12])[CH2:10][OH:11])=[CH:18][C:17]=1[C:23]([F:24])([F:25])[F:26])([O-:15])=[O:14]. The catalyst class is: 115. (7) Reactant: [CH2:1]([O:8][C:9](=[O:35])[CH2:10][CH2:11][CH:12]1[CH:17]([C:18]([OH:20])=O)[CH2:16][CH2:15][N:14]([C:21]2[C:26]([C:27]#[N:28])=[CH:25][C:24]([C:29]([O:31][CH2:32][CH3:33])=[O:30])=[C:23]([CH3:34])[N:22]=2)[CH2:13]1)[C:2]1[CH:7]=[CH:6][CH:5]=[CH:4][CH:3]=1.CN(C(ON1N=NC2C=CC=CC1=2)=[N+](C)C)C.[B-](F)(F)(F)F.CCN(C(C)C)C(C)C.[C:67]1([CH2:73][S:74]([NH2:77])(=[O:76])=[O:75])[CH:72]=[CH:71][CH:70]=[CH:69][CH:68]=1.C([O-])(O)=O.[Na+]. Product: [CH2:1]([O:8][C:9](=[O:35])[CH2:10][CH2:11][CH:12]1[CH:17]([C:18](=[O:20])[NH:77][S:74]([CH2:73][C:67]2[CH:68]=[CH:69][CH:70]=[CH:71][CH:72]=2)(=[O:75])=[O:76])[CH2:16][CH2:15][N:14]([C:21]2[C:26]([C:27]#[N:28])=[CH:25][C:24]([C:29]([O:31][CH2:32][CH3:33])=[O:30])=[C:23]([CH3:34])[N:22]=2)[CH2:13]1)[C:2]1[CH:7]=[CH:6][CH:5]=[CH:4][CH:3]=1. The catalyst class is: 2.